From a dataset of Catalyst prediction with 721,799 reactions and 888 catalyst types from USPTO. Predict which catalyst facilitates the given reaction. (1) The catalyst class is: 2. Product: [NH2:15][C:3]1[CH:4]=[C:5]([CH:6]=[C:7]([CH:8]([CH2:10][CH2:11][OH:12])[CH3:9])[C:2]=1[Cl:1])[C:13]#[N:14]. Reactant: [Cl:1][C:2]1[C:7]([CH:8]([CH2:10][CH2:11][OH:12])[CH3:9])=[CH:6][C:5]([C:13]#[N:14])=[CH:4][C:3]=1[NH:15]C(=O)OC(C)(C)C.C(O)(C(F)(F)F)=O. (2) Reactant: [Cl:1][C:2]1[C:3]([C:8]2[CH:16]=[CH:15][C:11]([C:12](O)=O)=[CH:10][CH:9]=2)=[N:4][CH:5]=[CH:6][CH:7]=1.[F:17][C:18]([F:28])([F:27])[C:19]1[CH:20]=[C:21]([NH2:26])[C:22]([NH2:25])=[CH:23][CH:24]=1.O.Cl. Product: [Cl:1][C:2]1[C:3]([C:8]2[CH:16]=[CH:15][C:11]([C:12]3[NH:26][C:21]4[CH:20]=[C:19]([C:18]([F:17])([F:27])[F:28])[CH:24]=[CH:23][C:22]=4[N:25]=3)=[CH:10][CH:9]=2)=[N:4][CH:5]=[CH:6][CH:7]=1. The catalyst class is: 17. (3) Reactant: [S:1]([O:8]S(C(F)(F)F)(=O)=O)([C:4]([F:7])([F:6])[F:5])(=[O:3])=[O:2].[CH2:16]([C:23]1[NH:24][C:25](=O)[C:26]2[CH2:32][CH2:31][N:30]([C:33]([O:35][C:36]([CH3:39])([CH3:38])[CH3:37])=[O:34])[CH2:29][CH2:28][C:27]=2[N:40]=1)[C:17]1[CH:22]=[CH:21][CH:20]=[CH:19][CH:18]=1.N1C=CC=CC=1. Product: [CH2:16]([C:23]1[N:24]=[C:25]([O:8][S:1]([C:4]([F:7])([F:6])[F:5])(=[O:3])=[O:2])[C:26]2[CH2:32][CH2:31][N:30]([C:33]([O:35][C:36]([CH3:38])([CH3:37])[CH3:39])=[O:34])[CH2:29][CH2:28][C:27]=2[N:40]=1)[C:17]1[CH:18]=[CH:19][CH:20]=[CH:21][CH:22]=1. The catalyst class is: 2. (4) Reactant: [CH:1]1([N:6]2[CH2:12][C:11]([F:14])([F:13])[C:10](=[O:15])[N:9]([CH3:16])[C:8]3[CH:17]=[N:18][C:19]([NH:21][C:22]4[CH:30]=[CH:29][C:25]([C:26](O)=[O:27])=[CH:24][C:23]=4[F:31])=[N:20][C:7]2=3)[CH2:5][CH2:4][CH2:3][CH2:2]1.C(N(C(C)C)C(C)C)C.[NH2:41][CH:42]1[CH2:47][CH2:46][N:45]([CH3:48])[CH2:44][CH2:43]1. The catalyst class is: 9. Product: [CH:1]1([N:6]2[CH2:12][C:11]([F:14])([F:13])[C:10](=[O:15])[N:9]([CH3:16])[C:8]3[CH:17]=[N:18][C:19]([NH:21][C:22]4[CH:30]=[CH:29][C:25]([C:26]([NH:41][CH:42]5[CH2:47][CH2:46][N:45]([CH3:48])[CH2:44][CH2:43]5)=[O:27])=[CH:24][C:23]=4[F:31])=[N:20][C:7]2=3)[CH2:2][CH2:3][CH2:4][CH2:5]1. (5) Reactant: [C:1]([C:3]1[C:4]([N:12]=[CH:13][N:14](C)C)=[N:5][C:6]([CH:9]([CH3:11])[CH3:10])=[CH:7][N:8]=1)#[N:2].N[C:18]1[CH:23]=[C:22]([O:24][CH2:25][C:26]2[CH:31]=[CH:30][CH:29]=[CH:28][CH:27]=2)[CH:21]=[CH:20][C:19]=1[S:32][C:33]1[CH:38]=[CH:37][C:36]([OH:39])=[CH:35][CH:34]=1. Product: [CH2:25]([O:24][C:22]1[CH:21]=[CH:20][C:19]([S:32][C:33]2[CH:34]=[CH:35][C:36]([OH:39])=[CH:37][CH:38]=2)=[C:18]([NH:2][C:1]2[C:3]3[C:4](=[N:5][C:6]([CH:9]([CH3:10])[CH3:11])=[CH:7][N:8]=3)[N:12]=[CH:13][N:14]=2)[CH:23]=1)[C:26]1[CH:27]=[CH:28][CH:29]=[CH:30][CH:31]=1. The catalyst class is: 15. (6) Reactant: [CH3:1][Si:2]([CH3:51])([CH3:50])[CH2:3][CH2:4][O:5][CH2:6][N:7]1[CH:11]=[CH:10][N:9]=[C:8]1[CH2:12][N:13]([CH2:36][C:37]1[N:38]([CH2:42][O:43][CH2:44][CH2:45][Si:46]([CH3:49])([CH3:48])[CH3:47])[CH:39]=[CH:40][N:41]=1)[C:14]([C:16]1[CH:17]=[C:18]2[C:23](=[CH:24][CH:25]=1)[CH2:22][N:21](C(OCC1C=CC=CC=1)=O)[CH2:20][CH2:19]2)=[O:15]. Product: [CH3:1][Si:2]([CH3:51])([CH3:50])[CH2:3][CH2:4][O:5][CH2:6][N:7]1[CH:11]=[CH:10][N:9]=[C:8]1[CH2:12][N:13]([CH2:36][C:37]1[N:38]([CH2:42][O:43][CH2:44][CH2:45][Si:46]([CH3:49])([CH3:48])[CH3:47])[CH:39]=[CH:40][N:41]=1)[C:14]([C:16]1[CH:17]=[C:18]2[C:23](=[CH:24][CH:25]=1)[CH2:22][NH:21][CH2:20][CH2:19]2)=[O:15]. The catalyst class is: 719. (7) Reactant: [Cl-].[NH4+:2].[NH3:3].[CH2:4]([N:11]1[CH2:16][CH2:15][C:14](=O)[CH2:13][CH2:12]1)[C:5]1[CH:10]=[CH:9][CH:8]=[CH:7][CH:6]=1.[C-:18]#N.[Na+]. Product: [NH2:2][CH2:18][C:14]1([NH2:3])[CH2:15][CH2:16][N:11]([CH2:4][C:5]2[CH:10]=[CH:9][CH:8]=[CH:7][CH:6]=2)[CH2:12][CH2:13]1. The catalyst class is: 6. (8) Reactant: C(OC(=O)[NH:7][NH2:8])(C)(C)C.C(O)(=O)C.F[C:15]1[CH:20]=[CH:19][CH:18]=[CH:17][C:16]=1[C:21]([C:23]1[CH:28]=[CH:27][N:26]=[C:25]([S:29][CH3:30])[N:24]=1)=O.C1CCN2C(=NCCC2)CC1. Product: [CH3:30][S:29][C:25]1[N:24]=[C:23]([C:21]2[C:16]3[C:15](=[CH:20][CH:19]=[CH:18][CH:17]=3)[NH:8][N:7]=2)[CH:28]=[CH:27][N:26]=1. The catalyst class is: 92. (9) Reactant: [F:1][C:2]1[CH:3]=[CH:4][C:5]2[C:6]3[C:11]([CH:12]([CH3:28])[N:13]([C:16](=[O:27])[C:17]4[CH:22]=[CH:21][C:20]([O:23]C)=[CH:19][C:18]=4[O:25]C)[C:14]=2[CH:15]=1)=[CH:10][CH:9]=[CH:8][CH:7]=3.FC1C=C(F)C=CC=1C1C=CC=CC=1C(NC(=O)C1C=CC(OC)=CC=1OC)C.C[Si]([N-][Si](C)(C)C)(C)C.[Li+]. Product: [F:1][C:2]1[CH:3]=[CH:4][C:5]2[C:6]3[C:11]([CH:12]([CH3:28])[N:13]([C:16]([C:17]4[CH:22]=[CH:21][C:20]([OH:23])=[CH:19][C:18]=4[OH:25])=[O:27])[C:14]=2[CH:15]=1)=[CH:10][CH:9]=[CH:8][CH:7]=3. The catalyst class is: 1. (10) Reactant: [NH:1]1[CH:5]=[CH:4][CH:3]=[N:2]1.[Br:6][C:7]1[CH:12]=[CH:11][C:10]([CH2:13]Br)=[C:9]([CH2:15][CH3:16])[CH:8]=1. Product: [Br:6][C:7]1[CH:12]=[CH:11][C:10]([CH2:13][N:1]2[CH:5]=[CH:4][CH:3]=[N:2]2)=[C:9]([CH2:15][CH3:16])[CH:8]=1. The catalyst class is: 18.